Task: Binary Classification. Given a drug SMILES string, predict its activity (active/inactive) in a high-throughput screening assay against a specified biological target.. Dataset: HIV replication inhibition screening data with 41,000+ compounds from the AIDS Antiviral Screen The result is 0 (inactive). The drug is CC=CC=Nc1c(C#N)c2n(c1C(=O)Nc1ccc(C)cc1)CCC2.